From a dataset of Forward reaction prediction with 1.9M reactions from USPTO patents (1976-2016). Predict the product of the given reaction. (1) The product is: [NH2:8][C:9]1[N:10]=[C:11]([O:7][CH2:6][CH:3]2[CH2:5][CH2:4]2)[C:12]([C:15]#[N:16])=[N:13][CH:14]=1. Given the reactants [H-].[Na+].[CH:3]1([CH2:6][OH:7])[CH2:5][CH2:4]1.[NH2:8][C:9]1[N:10]=[C:11](Cl)[C:12]([C:15]#[N:16])=[N:13][CH:14]=1.Cl, predict the reaction product. (2) Given the reactants C(OC([NH:8][C:9]1([CH3:25])[CH2:14][CH2:13][N:12]([C:15]2[CH:20]=[CH:19][C:18]([S:21]([CH3:24])(=[O:23])=[O:22])=[CH:17][N:16]=2)[CH2:11][CH2:10]1)=O)(C)(C)C.FC(F)(F)C(O)=O, predict the reaction product. The product is: [NH2:8][C:9]1([CH3:25])[CH2:14][CH2:13][N:12]([C:15]2[CH:20]=[CH:19][C:18]([S:21]([CH3:24])(=[O:23])=[O:22])=[CH:17][N:16]=2)[CH2:11][CH2:10]1. (3) Given the reactants [NH2:1][C:2]1[CH:7]=[CH:6][CH:5]=[CH:4][CH:3]=1.CS(O[C@@H:13]([C:18]1[CH:23]=[CH:22][CH:21]=[CH:20][CH:19]=1)[C:14]([O:16][CH3:17])=[O:15])(=O)=O, predict the reaction product. The product is: [C:18]1([C@@H:13]([NH:1][C:2]2[CH:7]=[CH:6][CH:5]=[CH:4][CH:3]=2)[C:14]([O:16][CH3:17])=[O:15])[CH:23]=[CH:22][CH:21]=[CH:20][CH:19]=1. (4) Given the reactants [CH3:1][O:2][C:3](=[O:21])[C:4]1[CH:9]=[C:8](Br)[C:7]([F:11])=[C:6]([F:12])[C:5]=1[NH:13][C:14]1[CH:19]=[CH:18][CH:17]=[CH:16][C:15]=1[Cl:20].[CH3:22][N:23]1CCCC1=O, predict the reaction product. The product is: [CH3:1][O:2][C:3](=[O:21])[C:4]1[CH:9]=[C:8]([C:22]#[N:23])[C:7]([F:11])=[C:6]([F:12])[C:5]=1[NH:13][C:14]1[CH:19]=[CH:18][CH:17]=[CH:16][C:15]=1[Cl:20].